From a dataset of Full USPTO retrosynthesis dataset with 1.9M reactions from patents (1976-2016). Predict the reactants needed to synthesize the given product. Given the product [C:1]([O:5][C:6]([NH:8][CH2:9][CH2:10][C:11]([O:13][C:14]1[CH:19]=[CH:18][CH:17]=[CH:16][CH:15]=1)=[O:12])=[O:7])([CH3:4])([CH3:2])[CH3:3], predict the reactants needed to synthesize it. The reactants are: [C:1]([O:5][C:6]([NH:8][CH2:9][CH2:10][C:11]([OH:13])=[O:12])=[O:7])([CH3:4])([CH3:3])[CH3:2].[C:14]1(O)[CH:19]=[CH:18][CH:17]=[CH:16][CH:15]=1.C(OC(NCCCC(OC1C(C)=CC=CC=1C)=O)=O)(C)(C)C.